This data is from Retrosynthesis with 50K atom-mapped reactions and 10 reaction types from USPTO. The task is: Predict the reactants needed to synthesize the given product. (1) Given the product CC(C)Oc1ccc(C(C)(C)C#N)cc1CN[C@H]1CCCN[C@H]1c1ccccc1, predict the reactants needed to synthesize it. The reactants are: CC(C)Oc1ccc(C(C)(C)C#N)cc1CN[C@H]1CCCN(C(=O)OC(C)(C)C)[C@H]1c1ccccc1. (2) Given the product NC(=O)c1ccc2[nH]nnc2c1, predict the reactants needed to synthesize it. The reactants are: O=C(O)c1ccc2[nH]nnc2c1.On1nnc2ccccc21. (3) The reactants are: COC(=O)CCC(C)=O.Nc1ccccc1N. Given the product COC(=O)CCC(C)Nc1ccccc1N, predict the reactants needed to synthesize it.